From a dataset of Catalyst prediction with 721,799 reactions and 888 catalyst types from USPTO. Predict which catalyst facilitates the given reaction. (1) Reactant: [O:1]1[C:5]2([CH2:10][CH2:9][CH:8]([CH:11]3[CH2:16][CH2:15][C:14](=[O:17])[CH2:13][CH2:12]3)[CH2:7][CH2:6]2)[O:4][CH2:3][CH2:2]1.C[Si](C)(C)[C:20]([F:23])([F:22])[F:21].[F-].C([N+](CCCC)(CCCC)CCCC)CCC.Cl. Product: [O:1]1[C:5]2([CH2:6][CH2:7][CH:8]([CH:11]3[CH2:16][CH2:15][C:14]([C:20]([F:23])([F:22])[F:21])([OH:17])[CH2:13][CH2:12]3)[CH2:9][CH2:10]2)[O:4][CH2:3][CH2:2]1. The catalyst class is: 1. (2) Reactant: Cl[CH:2]([C:14]1[CH:19]=[CH:18][CH:17]=[CH:16][CH:15]=1)[C:3]([C:5]1[C:13]2[C:8](=[CH:9][CH:10]=[CH:11][CH:12]=2)[NH:7][CH:6]=1)=[O:4].[NH2:20][C:21]1[CH:22]=[C:23]([CH:29]=[CH:30][CH:31]=1)[C:24]([O:26][CH2:27][CH3:28])=[O:25].CCN(C(C)C)C(C)C. Product: [NH:7]1[C:8]2[C:13](=[CH:12][CH:11]=[CH:10][CH:9]=2)[C:5]([C:3](=[O:4])[CH:2]([NH:20][C:21]2[CH:22]=[C:23]([CH:29]=[CH:30][CH:31]=2)[C:24]([O:26][CH2:27][CH3:28])=[O:25])[C:14]2[CH:19]=[CH:18][CH:17]=[CH:16][CH:15]=2)=[CH:6]1. The catalyst class is: 10. (3) Reactant: [C:1]([O:4][C:5]1[CH:6]=[C:7]([CH:11]=[CH:12][CH:13]=1)[C:8]([OH:10])=O)(=[O:3])[CH3:2].[NH:14]1[C:18]2[CH:19]=[CH:20][CH:21]=[CH:22][C:17]=2[N:16]=[C:15]1[C:23]1[CH:24]=[C:25]([CH:27]=[CH:28][C:29]=1[Cl:30])[NH2:26].[CH3:31][N:32](C(ON1N=NC2C=CC=NC1=2)=[N+](C)C)[CH3:33].F[P-](F)(F)(F)(F)F.CCN(CC)CC. Product: [C:1]([O:4][C:5]1[CH:13]=[CH:12][CH:11]=[C:7]([C:8](=[O:10])[NH:26][C:25]2[CH:27]=[CH:28][C:29]([Cl:30])=[C:23]([C:15]3[NH:16][C:17]4[CH:22]=[CH:21][C:20]([N:32]([CH3:33])[CH3:31])=[CH:19][C:18]=4[N:14]=3)[CH:24]=2)[CH:6]=1)(=[O:3])[CH3:2]. The catalyst class is: 4. (4) The catalyst class is: 17. Product: [CH3:21][O:20][C:15]1[CH:16]=[CH:17][CH:18]=[CH:19][C:14]=1[CH:12]1[C:3]2[CH:4]=[CH:5][C:6]3[C:11](=[N:10][CH:9]=[CH:8][CH:7]=3)[C:2]=2[NH:1][S:24](=[O:26])(=[O:25])[N:23]1[CH3:22]. Reactant: [NH2:1][C:2]1[C:3]([C:12]([C:14]2[CH:19]=[CH:18][CH:17]=[CH:16][C:15]=2[O:20][CH3:21])=O)=[CH:4][CH:5]=[C:6]2[C:11]=1[N:10]=[CH:9][CH:8]=[CH:7]2.[CH3:22][NH:23][S:24](Cl)(=[O:26])=[O:25].[BH4-].[Na+].CO.